From a dataset of Reaction yield outcomes from USPTO patents with 853,638 reactions. Predict the reaction yield, written as a fraction of the theoretical maximum amount of product (1.0 means a 100% yield; for example, 0.34 means a 34% yield). The reactants are Cl[C:2]1[CH:7]=[C:6]([CH2:8][N:9]2[C:17](=[O:18])[C:16]3[C:11](=[CH:12][CH:13]=[CH:14][CH:15]=3)[C:10]2=[O:19])[C:5]([Cl:20])=[CH:4][N:3]=1.CC1(C)OB([C:27]2[CH:28]=[N:29][C:30]([C:33]([F:36])([F:35])[F:34])=[N:31][CH:32]=2)OC1(C)C.C(=O)([O-])[O-].[K+].[K+].O. The catalyst is O1CCOCC1.C(OCC)(=O)C.C1C=CC(P(C2C=CC=CC=2)[C-]2C=CC=C2)=CC=1.C1C=CC(P(C2C=CC=CC=2)[C-]2C=CC=C2)=CC=1.Cl[Pd]Cl.[Fe+2]. The product is [Cl:20][C:5]1[C:6]([CH2:8][N:9]2[C:17](=[O:18])[C:16]3[C:11](=[CH:12][CH:13]=[CH:14][CH:15]=3)[C:10]2=[O:19])=[CH:7][C:2]([C:27]2[CH:28]=[N:29][C:30]([C:33]([F:36])([F:35])[F:34])=[N:31][CH:32]=2)=[N:3][CH:4]=1. The yield is 0.370.